The task is: Predict which catalyst facilitates the given reaction.. This data is from Catalyst prediction with 721,799 reactions and 888 catalyst types from USPTO. Reactant: [CH3:1][C@H:2]1[O:7][C@@H:6]([CH3:8])[CH2:5][N:4]([C:9](=[NH:11])[NH2:10])[CH2:3]1.CN(C)/[CH:14]=[C:15](/[C:20]([C@H:22]1[CH2:26][CH2:25][CH2:24][O:23]1)=O)\[C:16]([O:18][CH3:19])=[O:17].C([O-])(=O)C.[Na+].O. Product: [CH3:1][C@H:2]1[CH2:3][N:4]([C:9]2[N:10]=[C:20]([C@H:22]3[CH2:26][CH2:25][CH2:24][O:23]3)[C:15]([C:16]([O:18][CH3:19])=[O:17])=[CH:14][N:11]=2)[CH2:5][C@@H:6]([CH3:8])[O:7]1. The catalyst class is: 3.